This data is from Full USPTO retrosynthesis dataset with 1.9M reactions from patents (1976-2016). The task is: Predict the reactants needed to synthesize the given product. (1) The reactants are: [Si:1]([O:8][CH2:9][CH2:10][O:11][C:12]1[C:13]([C:20]2[CH:30]=[CH:29][C:23]([C:24]([N:26]([CH3:28])[CH3:27])=[O:25])=[CH:22][CH:21]=2)=[N:14][C:15]([CH:18]=O)=[CH:16][CH:17]=1)([C:4]([CH3:7])([CH3:6])[CH3:5])([CH3:3])[CH3:2].[NH2:31][C:32]1[CH:40]=[C:39]([O:41][CH3:42])[CH:38]=[C:37]([O:43][CH3:44])[C:33]=1[C:34]([NH2:36])=[O:35].OS([O-])=O.[Na+].O.C1(C)C=CC(S(O)(=O)=O)=CC=1. Given the product [Si:1]([O:8][CH2:9][CH2:10][O:11][C:12]1[C:13]([C:20]2[CH:21]=[CH:22][C:23]([C:24]([N:26]([CH3:28])[CH3:27])=[O:25])=[CH:29][CH:30]=2)=[N:14][C:15]([C:18]2[NH:36][C:34](=[O:35])[C:33]3[C:32](=[CH:40][C:39]([O:41][CH3:42])=[CH:38][C:37]=3[O:43][CH3:44])[N:31]=2)=[CH:16][CH:17]=1)([C:4]([CH3:7])([CH3:5])[CH3:6])([CH3:3])[CH3:2], predict the reactants needed to synthesize it. (2) Given the product [Br:18][C:13]1[CH:12]=[C:11]([CH:16]=[CH:15][C:14]=1[F:17])[CH2:10][N:7]([O:8][CH3:9])[C:6]([C:5]1[CH2:30][N:31]([CH3:32])[C:3](=[O:21])[C:4]=1[OH:20])=[O:19], predict the reactants needed to synthesize it. The reactants are: CO[C:3](=[O:21])[C:4]([OH:20])=[CH:5][C:6](=[O:19])[N:7]([CH2:10][C:11]1[CH:16]=[CH:15][C:14]([F:17])=[C:13]([Br:18])[CH:12]=1)[O:8][CH3:9].C=O.CN.ClC1C=C(C=CC=1Cl)[CH2:30][N:31](C)[C:32](C1CN(C)C(=O)C=1O)=O. (3) Given the product [NH2:29][C@H:4]1[CH2:3][C@@H:2]([CH3:1])[CH2:7][N:6]([C:8]2[CH:13]=[CH:12][N:11]=[CH:10][C:9]=2[NH:14][C:15]([C:17]2[N:22]=[C:21]3[CH:23]=[C:24]([CH2:26][CH2:27][CH3:28])[S:25][C:20]3=[CH:19][CH:18]=2)=[O:16])[CH2:5]1, predict the reactants needed to synthesize it. The reactants are: [CH3:1][C@H:2]1[CH2:7][N:6]([C:8]2[CH:13]=[CH:12][N:11]=[CH:10][C:9]=2[NH:14][C:15]([C:17]2[N:22]=[C:21]3[CH:23]=[C:24]([CH2:26][CH2:27][CH3:28])[S:25][C:20]3=[CH:19][CH:18]=2)=[O:16])[CH2:5][C@@H:4]([NH:29]C(=O)OC(C)(C)C)[CH2:3]1.C(O)(C(F)(F)F)=O.N.